From a dataset of Forward reaction prediction with 1.9M reactions from USPTO patents (1976-2016). Predict the product of the given reaction. Given the reactants [C:1]([C@@H:3]1[CH2:7][CH2:6][CH2:5][N:4]1[C:8]([O:10][CH2:11][C:12]1[CH:17]=[CH:16][CH:15]=[CH:14][CH:13]=1)=[O:9])#[N:2].Cl.[NH2:19][OH:20].C([O-])([O-])=O.[Na+].[Na+], predict the reaction product. The product is: [OH:20][NH:19][C:1]([C@@H:3]1[CH2:7][CH2:6][CH2:5][N:4]1[C:8]([O:10][CH2:11][C:12]1[CH:17]=[CH:16][CH:15]=[CH:14][CH:13]=1)=[O:9])=[NH:2].